From a dataset of Catalyst prediction with 721,799 reactions and 888 catalyst types from USPTO. Predict which catalyst facilitates the given reaction. (1) Reactant: COC(C1[CH2:10][CH2:9][N:8]([S:11]([CH2:14][C:15]2[C:24]3[C:19](=[CH:20][CH:21]=[CH:22][CH:23]=3)[N:18]([CH2:25][CH3:26])[C:17]([CH3:28])([CH3:27])[CH:16]=2)(=[O:13])=[O:12])[CH2:7][CH2:6]1)=O.C(N1C2C(=CC=CC=2)C(CS(Cl)(=O)=O)=CC1(C)C)C.C(NCC)C.C(Cl)(Cl)Cl. Product: [CH2:9]([N:8]([CH2:7][CH3:6])[S:11]([CH2:14][C:15]1[C:24]2[C:19](=[CH:20][CH:21]=[CH:22][CH:23]=2)[N:18]([CH2:25][CH3:26])[C:17]([CH3:27])([CH3:28])[CH:16]=1)(=[O:12])=[O:13])[CH3:10]. The catalyst class is: 8. (2) Reactant: [C:1]([NH:8][C@H:9]([C:14]([OH:16])=O)[CH2:10][CH2:11][S:12][CH3:13])([O:3][C:4]([CH3:7])([CH3:6])[CH3:5])=[O:2].F[P-](F)(F)(F)(F)F.[N:24]1([O:33][C:34](N(C)C)=[N+](C)C)[C:28]2N=CC=CC=2N=N1.Cl.CNOC.C(N(CC)CC)C. Product: [C:4]([O:3][C:1]([NH:8][C@H:9]([C:14]([N:24]([O:33][CH3:34])[CH3:28])=[O:16])[CH2:10][CH2:11][S:12][CH3:13])=[O:2])([CH3:5])([CH3:6])[CH3:7]. The catalyst class is: 3. (3) Reactant: [N:1]1([C:7]2[N:12]3[N:13]=[C:14]([C:16]4[CH:21]=[CH:20][CH:19]=[CH:18][CH:17]=4)[CH:15]=[C:11]3[N:10]=[C:9]([NH:22][NH2:23])[CH:8]=2)[CH2:6][CH2:5][O:4][CH2:3][CH2:2]1.[CH3:24][C:25]1[O:26][C:27]2[C:33]([CH:34]=O)=[CH:32][CH:31]=[CH:30][C:28]=2[CH:29]=1.C(O)(=O)C. The catalyst class is: 8. Product: [CH3:24][C:25]1[O:26][C:27]2[C:33]([CH:34]=[N:23][NH:22][C:9]3[CH:8]=[C:7]([N:1]4[CH2:6][CH2:5][O:4][CH2:3][CH2:2]4)[N:12]4[N:13]=[C:14]([C:16]5[CH:21]=[CH:20][CH:19]=[CH:18][CH:17]=5)[CH:15]=[C:11]4[N:10]=3)=[CH:32][CH:31]=[CH:30][C:28]=2[CH:29]=1. (4) Reactant: C[O:2][C:3](=[O:28])[CH2:4][O:5][C:6]1[CH:15]=[CH:14][C:13]([Cl:16])=[C:12]2[C:7]=1[C:8]([CH2:26][CH3:27])=[C:9]([CH2:18][C:19]1[CH:24]=[CH:23][C:22]([Cl:25])=[CH:21][CH:20]=1)[C:10]([CH3:17])=[N:11]2.C[O:30][C:31](=[O:56])[CH2:32][O:33][C:34]1[CH:43]=[CH:42][C:41]([Cl:44])=[C:40]2[C:35]=1[C:36]([CH3:55])=[C:37]([CH2:47][C:48]1[CH:53]=[CH:52][C:51]([Cl:54])=[CH:50][CH:49]=1)[C:38]([CH2:45][CH3:46])=[N:39]2.CO.[OH-].[Li+]. Product: [Cl:16][C:13]1[CH:14]=[CH:15][C:6]([O:5][CH2:4][C:3]([OH:28])=[O:2])=[C:7]2[C:12]=1[N:11]=[C:10]([CH3:17])[C:9]([CH2:18][C:19]1[CH:24]=[CH:23][C:22]([Cl:25])=[CH:21][CH:20]=1)=[C:8]2[CH2:26][CH3:27].[Cl:44][C:41]1[CH:42]=[CH:43][C:34]([O:33][CH2:32][C:31]([OH:56])=[O:30])=[C:35]2[C:40]=1[N:39]=[C:38]([CH2:45][CH3:46])[C:37]([CH2:47][C:48]1[CH:53]=[CH:52][C:51]([Cl:54])=[CH:50][CH:49]=1)=[C:36]2[CH3:55]. The catalyst class is: 86. (5) Reactant: [CH3:1][N:2]([CH2:40][CH2:41][NH:42]C(OCC1C=CC([N+]([O-])=O)=CC=1)=O)[C:3]([C:5]1[N:6]=[C:7]([N:10]2[CH2:13][CH:12]([S:14][C:15]3[C@H:16]([CH3:39])[C@@H:17]4[C@@H:34]([C@H:35]([OH:37])[CH3:36])[C:33](=[O:38])[N:18]4[C:19]=3[C:20]([O:22]CC3C=CC([N+]([O-])=O)=CC=3)=[O:21])[CH2:11]2)[S:8][CH:9]=1)=[O:4]. Product: [NH2:42][CH2:41][CH2:40][N:2]([CH3:1])[C:3]([C:5]1[N:6]=[C:7]([N:10]2[CH2:11][CH:12]([S:14][C:15]3[C@H:16]([CH3:39])[C@@H:17]4[C@@H:34]([C@H:35]([OH:37])[CH3:36])[C:33](=[O:38])[N:18]4[C:19]=3[C:20]([OH:22])=[O:21])[CH2:13]2)[S:8][CH:9]=1)=[O:4]. The catalyst class is: 7. (6) Reactant: C[Sn](C)C.C[Sn](C)C.[F:9][C:10]1[CH:11]=[CH:12][C:13](Br)=[N:14][CH:15]=1.Br[C:18]1[O:22][C:21]([C:23]2[CH:24]=[C:25]([CH:28]=[CH:29][CH:30]=2)[C:26]#[N:27])=[CH:20][CH:19]=1. Product: [F:9][C:10]1[CH:11]=[CH:12][C:13]([C:18]2[O:22][C:21]([C:23]3[CH:24]=[C:25]([CH:28]=[CH:29][CH:30]=3)[C:26]#[N:27])=[CH:20][CH:19]=2)=[N:14][CH:15]=1. The catalyst class is: 668. (7) Reactant: [C:1]([O:5][C:6](=[O:16])[NH:7][CH2:8][CH2:9][CH:10]1[CH2:15][CH2:14][NH:13][CH2:12][CH2:11]1)([CH3:4])([CH3:3])[CH3:2].Br[C:18]1[C:27]2[C:22](=[CH:23][CH:24]=[C:25]([O:28][CH3:29])[CH:26]=2)[N:21]=[CH:20][CH:19]=1.CCN(CC)CC. The catalyst class is: 3. Product: [C:1]([O:5][C:6](=[O:16])[NH:7][CH2:8][CH2:9][CH:10]1[CH2:11][CH2:12][N:13]([C:18]2[C:27]3[C:22](=[CH:23][CH:24]=[C:25]([O:28][CH3:29])[CH:26]=3)[N:21]=[CH:20][CH:19]=2)[CH2:14][CH2:15]1)([CH3:4])([CH3:2])[CH3:3]. (8) Reactant: [CH:1]([N:4]1[CH2:9][CH2:8][N:7]([C:10]([C:12]2[CH:13]=[C:14]3[C:18](=[CH:19][CH:20]=2)[NH:17][C:16]([C:21]([N:23]2[CH2:28][CH2:27][N:26]([S:29]([N:32]4[CH2:37][CH2:36][CH2:35][CH2:34][CH2:33]4)(=[O:31])=[O:30])[CH2:25][CH2:24]2)=[O:22])=[CH:15]3)=[O:11])[CH2:6][CH2:5]1)([CH3:3])[CH3:2].[H-].[Na+].[CH:40]1([CH2:43]Br)[CH2:42][CH2:41]1.[Cl-].[NH4+]. Product: [CH:40]1([CH2:43][N:17]2[C:18]3[C:14](=[CH:13][C:12]([C:10]([N:7]4[CH2:8][CH2:9][N:4]([CH:1]([CH3:3])[CH3:2])[CH2:5][CH2:6]4)=[O:11])=[CH:20][CH:19]=3)[CH:15]=[C:16]2[C:21]([N:23]2[CH2:28][CH2:27][N:26]([S:29]([N:32]3[CH2:37][CH2:36][CH2:35][CH2:34][CH2:33]3)(=[O:31])=[O:30])[CH2:25][CH2:24]2)=[O:22])[CH2:42][CH2:41]1. The catalyst class is: 9. (9) Reactant: [CH:1]1([C:4]2[NH:8][N:7]=[C:6]([NH:9][C:10]3[C:15]([N+:16]([O-])=O)=[CH:14][N:13]=[C:12]([NH:19][C@H:20]([C:22]4[CH:27]=[CH:26][C:25]([F:28])=[CH:24][CH:23]=4)[CH3:21])[N:11]=3)[CH:5]=2)[CH2:3][CH2:2]1. Product: [CH:1]1([C:4]2[NH:8][N:7]=[C:6]([NH:9][C:10]3[C:15]([NH2:16])=[CH:14][N:13]=[C:12]([NH:19][C@H:20]([C:22]4[CH:23]=[CH:24][C:25]([F:28])=[CH:26][CH:27]=4)[CH3:21])[N:11]=3)[CH:5]=2)[CH2:3][CH2:2]1. The catalyst class is: 256.